This data is from Catalyst prediction with 721,799 reactions and 888 catalyst types from USPTO. The task is: Predict which catalyst facilitates the given reaction. Reactant: [CH:1]([C:3]1[CH:11]=[CH:10][CH:9]=[C:8]2[C:4]=1[CH2:5][CH2:6][C:7]2=[N:12]OS(C1C=CC(C)=CC=1)(=O)=O)=[CH2:2].Cl[Al](Cl)Cl.[OH2:28]. Product: [CH:1]([C:3]1[CH:11]=[CH:10][CH:9]=[C:8]2[C:4]=1[CH2:5][CH2:6][C:7](=[O:28])[NH:12]2)=[CH2:2]. The catalyst class is: 22.